From a dataset of Catalyst prediction with 721,799 reactions and 888 catalyst types from USPTO. Predict which catalyst facilitates the given reaction. (1) Reactant: [O:1]=[C:2]1[NH:11][C:10]2[N:9]=[C:8]([O:12][CH2:13][CH2:14][CH2:15][CH:16]=O)[CH:7]=[CH:6][C:5]=2[CH2:4][CH2:3]1.[Cl:18][C:19]1[C:24]([Cl:25])=[CH:23][CH:22]=[CH:21][C:20]=1[N:26]1[CH2:31][CH2:30][NH:29][CH2:28][CH2:27]1.[BH-](OC(C)=O)(OC(C)=O)OC(C)=O.[Na+]. Product: [Cl:18][C:19]1[C:24]([Cl:25])=[CH:23][CH:22]=[CH:21][C:20]=1[N:26]1[CH2:31][CH2:30][N:29]([CH2:16][CH2:15][CH2:14][CH2:13][O:12][C:8]2[N:9]=[C:10]3[C:5]([CH2:4][CH2:3][C:2](=[O:1])[NH:11]3)=[CH:6][CH:7]=2)[CH2:28][CH2:27]1. The catalyst class is: 68. (2) Reactant: C[O:2][C:3](=[O:30])[CH2:4][N:5]1[C:14]2[C:9](=[CH:10][CH:11]=[C:12]([Cl:15])[CH:13]=2)[CH2:8][CH:7]([NH:16][C:17]([C:19]2[NH:28][C:22]3=[CH:23][N:24]=[C:25]([Cl:27])[CH:26]=[C:21]3[CH:20]=2)=[O:18])[C:6]1=[O:29].[OH-].[Na+]. Product: [Cl:15][C:12]1[CH:13]=[C:14]2[C:9]([CH2:8][CH:7]([NH:16][C:17]([C:19]3[NH:28][C:22]4=[CH:23][N:24]=[C:25]([Cl:27])[CH:26]=[C:21]4[CH:20]=3)=[O:18])[C:6](=[O:29])[N:5]2[CH2:4][C:3]([OH:30])=[O:2])=[CH:10][CH:11]=1. The catalyst class is: 816.